This data is from Peptide-MHC class I binding affinity with 185,985 pairs from IEDB/IMGT. The task is: Regression. Given a peptide amino acid sequence and an MHC pseudo amino acid sequence, predict their binding affinity value. This is MHC class I binding data. The peptide sequence is EIKSLFNTI. The MHC is HLA-B08:02 with pseudo-sequence HLA-B08:02. The binding affinity (normalized) is 0.151.